This data is from Forward reaction prediction with 1.9M reactions from USPTO patents (1976-2016). The task is: Predict the product of the given reaction. (1) Given the reactants [Cl:1][C:2]1[CH:3]=[C:4]([CH2:10][C:11]#N)[CH:5]=[CH:6][C:7]=1[O:8][CH3:9].Br[CH2:14][CH2:15]Cl.[OH-:17].[Na+].[OH2:19], predict the reaction product. The product is: [Cl:1][C:2]1[CH:3]=[C:4]([C:10]2([C:11]([OH:19])=[O:17])[CH2:15][CH2:14]2)[CH:5]=[CH:6][C:7]=1[O:8][CH3:9]. (2) The product is: [F:1][C:2]1[CH:18]=[C:17]([N+:19]([O-:21])=[O:20])[CH:16]=[CH:15][C:3]=1[O:4][C:5]1[CH:10]=[CH:9][N:8]=[C:7]2[CH:11]=[C:12]([C:23]3[CH:30]=[CH:29][C:26]([CH:27]=[O:28])=[CH:25][N:24]=3)[S:13][C:6]=12. Given the reactants [F:1][C:2]1[CH:18]=[C:17]([N+:19]([O-:21])=[O:20])[CH:16]=[CH:15][C:3]=1[O:4][C:5]1[CH:10]=[CH:9][N:8]=[C:7]2[CH:11]=[C:12](I)[S:13][C:6]=12.Br[C:23]1[CH:30]=[CH:29][C:26]([CH:27]=[O:28])=[CH:25][N:24]=1.[Sn].CO, predict the reaction product. (3) Given the reactants [Cl:1][C:2]1[CH:3]=[C:4]([C@H:9]([CH2:21][CH:22]=O)[CH2:10][N:11]([CH3:20])[C:12](=[O:19])[C:13]2[CH:18]=[CH:17][CH:16]=[CH:15][CH:14]=2)[CH:5]=[CH:6][C:7]=1[Cl:8].FC(F)(F)C([N:28]([CH2:35][CH2:36][CH2:37][NH:38][C:39](=[O:44])C(F)(F)F)[CH:29]1[CH2:34][CH2:33][NH:32][CH2:31][CH2:30]1)=O.C(O)(=O)C.C([BH3-])#N.[Na+], predict the reaction product. The product is: [ClH:1].[ClH:1].[Cl:1][C:2]1[CH:3]=[C:4]([C@H:9]([CH2:21][CH2:22][N:32]2[CH2:33][CH2:34][CH:29]([N:28]3[CH2:35][CH2:36][CH2:37][NH:38][C:39]3=[O:44])[CH2:30][CH2:31]2)[CH2:10][N:11]([CH3:20])[C:12](=[O:19])[C:13]2[CH:14]=[CH:15][CH:16]=[CH:17][CH:18]=2)[CH:5]=[CH:6][C:7]=1[Cl:8]. (4) The product is: [CH2:42]([S:39]([C:36]1[CH:37]=[CH:38][C:33]([C:15]2[S:14][C:13]3[CH:44]=[C:9]([OH:8])[CH:10]=[CH:11][C:12]=3[C:16]=2[O:17][C:18]2[CH:19]=[CH:20][C:21]([O:22][CH2:23][CH2:24][N:48]3[CH2:11][CH2:10][CH2:9][CH2:44][CH2:13]3)=[CH:31][CH:32]=2)=[CH:34][CH:35]=1)(=[O:41])=[O:40])[CH3:43]. Given the reactants C([O:8][C:9]1[CH:10]=[CH:11][C:12]2[C:16]([O:17][C:18]3[CH:32]=[CH:31][C:21]([O:22][CH2:23][CH2:24]C4CCCCN4)=[CH:20][CH:19]=3)=[C:15]([C:33]3[CH:38]=[CH:37][C:36]([S:39]([CH2:42][CH3:43])(=[O:41])=[O:40])=[CH:35][CH:34]=3)[S:14][C:13]=2[CH:44]=1)C1C=CC=CC=1.C([O-])=O.[NH4+:48], predict the reaction product. (5) Given the reactants [Cl:1][C:2]1[CH:3]=[N+:4]([O-:45])[CH:5]=[C:6]([Cl:44])[C:7]=1[CH2:8][C@@H:9]([C:29]1[CH:34]=[CH:33][C:32]([O:35][CH:36]([F:38])[F:37])=[C:31]([O:39][CH2:40][CH:41]2[CH2:43][CH2:42]2)[CH:30]=1)[O:10][C:11]([CH:13]1[N:17]([C:18](=[O:28])[C:19]2[CH:24]=[CH:23][C:22]([N+:25]([O-])=O)=[CH:21][CH:20]=2)[CH2:16][CH2:15][S:14]1)=[O:12].O.O.[Sn](Cl)Cl, predict the reaction product. The product is: [NH2:25][C:22]1[CH:21]=[CH:20][C:19]([C:18]([N:17]2[CH2:16][CH2:15][S:14][CH:13]2[C:11]([O:10][C@H:9]([C:29]2[CH:34]=[CH:33][C:32]([O:35][CH:36]([F:37])[F:38])=[C:31]([O:39][CH2:40][CH:41]3[CH2:43][CH2:42]3)[CH:30]=2)[CH2:8][C:7]2[C:2]([Cl:1])=[CH:3][N+:4]([O-:45])=[CH:5][C:6]=2[Cl:44])=[O:12])=[O:28])=[CH:24][CH:23]=1. (6) Given the reactants [CH2:1]([CH:3]([C:6]1[N:10]2[C:11]3[C:16]([NH:17][C:18](=[O:19])[C:9]2=[CH:8][N:7]=1)=[CH:15][C:14]([C:20]([OH:22])=O)=[CH:13][CH:12]=3)[CH2:4][CH3:5])[CH3:2].C(N1C=CN=C1)([N:25]1C=CN=C1)=O.N.O, predict the reaction product. The product is: [CH2:4]([CH:3]([C:6]1[N:10]2[C:11]3[C:16]([NH:17][C:18](=[O:19])[C:9]2=[CH:8][N:7]=1)=[CH:15][C:14]([C:20]([NH2:25])=[O:22])=[CH:13][CH:12]=3)[CH2:1][CH3:2])[CH3:5]. (7) Given the reactants [Br:1][C:2]1[C:3]([F:17])=[C:4]([NH:9]C(=O)OC(C)(C)C)[CH:5]=[C:6]([Cl:8])[CH:7]=1, predict the reaction product. The product is: [Br:1][C:2]1[C:3]([F:17])=[C:4]([CH:5]=[C:6]([Cl:8])[CH:7]=1)[NH2:9].